Dataset: Full USPTO retrosynthesis dataset with 1.9M reactions from patents (1976-2016). Task: Predict the reactants needed to synthesize the given product. (1) Given the product [C:14]([NH:13][C:11]([C:10]1[C:4]2[C:5](=[N:6][CH:7]=[C:2]([N:33]3[C:34]4[C:30](=[CH:29][CH:28]=[C:27]([F:26])[CH:35]=4)[CH:31]=[N:32]3)[N:3]=2)[N:8]([CH2:18][O:19][CH2:20][CH2:21][Si:22]([CH3:25])([CH3:24])[CH3:23])[CH:9]=1)=[O:12])([CH3:17])([CH3:16])[CH3:15], predict the reactants needed to synthesize it. The reactants are: Br[C:2]1[N:3]=[C:4]2[C:10]([C:11]([NH:13][C:14]([CH3:17])([CH3:16])[CH3:15])=[O:12])=[CH:9][N:8]([CH2:18][O:19][CH2:20][CH2:21][Si:22]([CH3:25])([CH3:24])[CH3:23])[C:5]2=[N:6][CH:7]=1.[F:26][C:27]1[CH:35]=[C:34]2[C:30]([CH:31]=[N:32][NH:33]2)=[CH:29][CH:28]=1.CC(C)([O-])C.[Na+]. (2) The reactants are: [C:1]([O:5][C:6](=[O:13])[N:7]([CH:9]1[CH2:12][NH:11][CH2:10]1)[CH3:8])([CH3:4])([CH3:3])[CH3:2].[Cl:14][C:15]1[CH:20]=[C:19](Cl)[N:18]=[CH:17][N:16]=1. Given the product [Cl:14][C:15]1[N:16]=[CH:17][N:18]=[C:19]([N:11]2[CH2:12][CH:9]([N:7]([CH3:8])[C:6](=[O:13])[O:5][C:1]([CH3:4])([CH3:2])[CH3:3])[CH2:10]2)[CH:20]=1, predict the reactants needed to synthesize it. (3) Given the product [CH3:22][C:20]1[CH:19]=[C:18]([OH:23])[N:8]2[CH:9]=[CH:10][N:11]=[C:7]2[N:6]=1, predict the reactants needed to synthesize it. The reactants are: S(O)(O)(=O)=O.[NH2:6][C:7]1[NH:8][CH:9]=[CH:10][N:11]=1.[NH2:6][C:7]1[NH:8][CH:9]=[CH:10][N:11]=1.[C:18](OCC)(=[O:23])[CH2:19][C:20]([CH3:22])=O. (4) The reactants are: [CH3:1][C:2]1[C:7]([CH2:8][C:9]([O:11][CH3:12])=[O:10])=[C:6]([C:13]2[CH:18]=[CH:17][C:16]([CH3:19])=[CH:15][CH:14]=2)[N:5]=[C:4]([N:20]2[CH2:25][CH2:24][CH2:23][CH2:22][CH2:21]2)[N:3]=1.[Li+].C[Si]([N-][Si](C)(C)C)(C)C.[CH2:36]1[CH2:40]O[CH2:38][CH2:37]1.IC(CC)C. Given the product [CH3:40][CH:36]([CH2:37][CH3:38])[CH:8]([C:7]1[C:2]([CH3:1])=[N:3][C:4]([N:20]2[CH2:21][CH2:22][CH2:23][CH2:24][CH2:25]2)=[N:5][C:6]=1[C:13]1[CH:18]=[CH:17][C:16]([CH3:19])=[CH:15][CH:14]=1)[C:9]([O:11][CH3:12])=[O:10], predict the reactants needed to synthesize it.